This data is from Reaction yield outcomes from USPTO patents with 853,638 reactions. The task is: Predict the reaction yield, written as a fraction of the theoretical maximum amount of product (1.0 means a 100% yield; for example, 0.34 means a 34% yield). (1) The reactants are [Cl:1][C:2]1[C:3]([O:12][C:13]2[CH:18]=[C:17]([O:19][CH:20]([CH3:22])[CH3:21])[CH:16]=[CH:15][C:14]=2/[CH:23]=[C:24](\[CH3:28])/[C:25]([OH:27])=O)=[N:4][CH:5]=[C:6]([C:8]([F:11])([F:10])[F:9])[CH:7]=1.[CH3:29][C:30]1[N:31]=[CH:32][C:33]([CH2:36][NH:37][S:38]([NH2:41])(=[O:40])=[O:39])=[N:34][CH:35]=1.Cl.C(N=C=NCCCN(C)C)C.CN(C)C=O. The catalyst is CN(C)C1C=CN=CC=1.O. The product is [Cl:1][C:2]1[C:3]([O:12][C:13]2[CH:18]=[C:17]([O:19][CH:20]([CH3:22])[CH3:21])[CH:16]=[CH:15][C:14]=2/[CH:23]=[C:24](\[CH3:28])/[C:25]([NH:41][S:38]([NH:37][CH2:36][C:33]2[CH:32]=[N:31][C:30]([CH3:29])=[CH:35][N:34]=2)(=[O:39])=[O:40])=[O:27])=[N:4][CH:5]=[C:6]([C:8]([F:9])([F:11])[F:10])[CH:7]=1. The yield is 0.0700. (2) The catalyst is COCCOC.C(OCC)(=O)C.Cl[Pd](Cl)([P](C1C=CC=CC=1)(C1C=CC=CC=1)C1C=CC=CC=1)[P](C1C=CC=CC=1)(C1C=CC=CC=1)C1C=CC=CC=1.O. The product is [Cl:15][C:16]1[CH:21]=[C:20]([Cl:22])[CH:19]=[CH:18][C:17]=1[C:2]1[N:3]=[C:4]([N:9]2[CH2:14][CH2:13][O:12][CH2:11][CH2:10]2)[S:5][C:6]=1[C:7]#[N:8]. The reactants are Cl[C:2]1[N:3]=[C:4]([N:9]2[CH2:14][CH2:13][O:12][CH2:11][CH2:10]2)[S:5][C:6]=1[C:7]#[N:8].[Cl:15][C:16]1[CH:21]=[C:20]([Cl:22])[CH:19]=[CH:18][C:17]=1B(O)O.C(=O)([O-])[O-].[Na+].[Na+].C(O)C. The yield is 0.150. (3) The reactants are Br[C:2]1[CH:10]=[CH:9][C:5]([C:6]([OH:8])=[O:7])=[CH:4]N=1.[CH2:11]([O:13][C:14]1[CH:15]=[C:16](B(O)O)[CH:17]=[CH:18][C:19]=1[O:20][CH3:21])[CH3:12].[C:25]([O-])([O-])=O.[Na+].[Na+].O. The catalyst is COCCOC.C1C=CC([P]([Pd]([P](C2C=CC=CC=2)(C2C=CC=CC=2)C2C=CC=CC=2)([P](C2C=CC=CC=2)(C2C=CC=CC=2)C2C=CC=CC=2)[P](C2C=CC=CC=2)(C2C=CC=CC=2)C2C=CC=CC=2)(C2C=CC=CC=2)C2C=CC=CC=2)=CC=1. The product is [CH2:11]([O:13][C:14]1[CH:15]=[C:16]([C:25]2[CH:2]=[CH:10][CH:9]=[C:5]([C:6]([OH:8])=[O:7])[CH:4]=2)[CH:17]=[CH:18][C:19]=1[O:20][CH3:21])[CH3:12]. The yield is 0.760. (4) The reactants are C(OC([N:8]1[CH2:12][CH2:11][CH2:10][CH:9]1[CH2:13][C:14]1[CH:19]=[CH:18][CH:17]=[CH:16][CH:15]=1)=O)(C)(C)C.Cl. The catalyst is C(OCC)(=O)C. The product is [CH2:13]([CH:9]1[CH2:10][CH2:11][CH2:12][NH:8]1)[C:14]1[CH:19]=[CH:18][CH:17]=[CH:16][CH:15]=1. The yield is 0.930. (5) The reactants are Cl.[CH3:2][C:3]1[CH:8]=[CH:7][C:6]([S:9]([N:12]2[CH2:17][CH2:16][NH:15][CH2:14][C:13]2=[O:18])(=[O:11])=[O:10])=[C:5]([N+:19]([O-:21])=[O:20])[CH:4]=1.[N:22]1([CH2:31][C:32](O)=[O:33])[CH:30]=[C:28]([CH3:29])[C:26](=[O:27])[NH:25][C:23]1=[O:24]. No catalyst specified. The product is [CH3:2][C:3]1[CH:8]=[CH:7][C:6]([S:9]([N:12]2[CH2:17][CH2:16][N:15]([C:32](=[O:33])[CH2:31][N:22]3[CH:30]=[C:28]([CH3:29])[C:26](=[O:27])[NH:25][C:23]3=[O:24])[CH2:14][C:13]2=[O:18])(=[O:10])=[O:11])=[C:5]([N+:19]([O-:21])=[O:20])[CH:4]=1. The yield is 0.950. (6) The reactants are C(Cl)CCl.[NH:5]([C:10]([O:12][C:13]([CH3:16])([CH3:15])[CH3:14])=[O:11])[CH2:6][C:7]([OH:9])=O.[CH2:17]([NH:21][CH2:22][C:23]([O:25][CH3:26])=[O:24])[CH:18]([CH3:20])[CH3:19].C1C=CC2N(O)N=NC=2C=1.CCN(C(C)C)C(C)C. The catalyst is CN(C=O)C.C(OCC)(=O)C. The product is [C:13]([O:12][C:10]([NH:5][CH2:6][C:7]([N:21]([CH2:22][C:23]([O:25][CH3:26])=[O:24])[CH2:17][CH:18]([CH3:20])[CH3:19])=[O:9])=[O:11])([CH3:16])([CH3:15])[CH3:14]. The yield is 0.730. (7) The reactants are [N:1]([CH2:4][CH2:5][CH:6]([CH2:12][CH2:13][N:14]=[N+]=[N-])[CH2:7][CH2:8][N:9]=[N+]=[N-])=[N+]=[N-].[H][H]. The catalyst is C(O)C.[Pd]. The product is [NH2:1][CH2:4][CH2:5][CH:6]([CH2:12][CH2:13][NH2:14])[CH2:7][CH2:8][NH2:9]. The yield is 1.00. (8) The reactants are [OH-].[Li+].[CH:3]1([C@H:9]([NH:14][C:15]([C:17]2[CH:22]=[CH:21][C:20]([C:23]3[CH:28]=[CH:27][CH:26]=[CH:25][C:24]=3[O:29][CH3:30])=[CH:19][C:18]=2[NH:31][C:32]([NH:34][C:35]2[C:40]([CH3:41])=[CH:39][C:38]([CH3:42])=[CH:37][C:36]=2[CH3:43])=[O:33])=[O:16])[C:10]([O:12]C)=[O:11])[CH2:8][CH2:7][CH2:6][CH2:5][CH2:4]1.CO.O. The catalyst is C1COCC1. The product is [CH:3]1([C@H:9]([NH:14][C:15]([C:17]2[CH:22]=[CH:21][C:20]([C:23]3[CH:28]=[CH:27][CH:26]=[CH:25][C:24]=3[O:29][CH3:30])=[CH:19][C:18]=2[NH:31][C:32]([NH:34][C:35]2[C:40]([CH3:41])=[CH:39][C:38]([CH3:42])=[CH:37][C:36]=2[CH3:43])=[O:33])=[O:16])[C:10]([OH:12])=[O:11])[CH2:8][CH2:7][CH2:6][CH2:5][CH2:4]1. The yield is 0.790. (9) The reactants are [C:1]1([CH2:7][CH2:8][SH:9])[CH:6]=[CH:5][CH:4]=[CH:3][CH:2]=1.C[Si]([N-][Si](C)(C)C)(C)C.[Na+].Cl[C:21]1[C:26]([C:27]([NH:29][CH:30]2[CH2:35][CH2:34][CH2:33][CH2:32][CH2:31]2)=[O:28])=[CH:25][CH:24]=[C:23]([Cl:36])[N:22]=1. The catalyst is CN(C=O)C. The product is [Cl:36][C:23]1[N:22]=[C:21]([S:9][CH2:8][CH2:7][C:1]2[CH:6]=[CH:5][CH:4]=[CH:3][CH:2]=2)[C:26]([C:27]([NH:29][CH:30]2[CH2:31][CH2:32][CH2:33][CH2:34][CH2:35]2)=[O:28])=[CH:25][CH:24]=1. The yield is 0.850. (10) The reactants are [C:1]([O:5][C:6](=[O:26])[NH:7][C:8]1[CH:13]=[C:12]([O:14][C:15]2[CH:20]=[CH:19][C:18]([N+:21]([O-])=O)=[CH:17][N:16]=2)[C:11]([Cl:24])=[CH:10][C:9]=1[F:25])([CH3:4])([CH3:3])[CH3:2].[Cl-].[Ca+2].[Cl-].C(O)C.O. The catalyst is CN1CCCC1=O. The product is [C:1]([O:5][C:6](=[O:26])[NH:7][C:8]1[CH:13]=[C:12]([O:14][C:15]2[CH:20]=[CH:19][C:18]([NH2:21])=[CH:17][N:16]=2)[C:11]([Cl:24])=[CH:10][C:9]=1[F:25])([CH3:4])([CH3:2])[CH3:3]. The yield is 0.570.